Dataset: NCI-60 drug combinations with 297,098 pairs across 59 cell lines. Task: Regression. Given two drug SMILES strings and cell line genomic features, predict the synergy score measuring deviation from expected non-interaction effect. (1) Drug 1: C1=C(C(=O)NC(=O)N1)F. Drug 2: CC1CC(C(C(C=C(C(C(C=CC=C(C(=O)NC2=CC(=O)C(=C(C1)C2=O)OC)C)OC)OC(=O)N)C)C)O)OC. Cell line: NCI-H460. Synergy scores: CSS=71.7, Synergy_ZIP=1.43, Synergy_Bliss=-0.672, Synergy_Loewe=-2.58, Synergy_HSA=2.21. (2) Drug 1: CCC1(CC2CC(C3=C(CCN(C2)C1)C4=CC=CC=C4N3)(C5=C(C=C6C(=C5)C78CCN9C7C(C=CC9)(C(C(C8N6C)(C(=O)OC)O)OC(=O)C)CC)OC)C(=O)OC)O.OS(=O)(=O)O. Drug 2: C1CN(P(=O)(OC1)NCCCl)CCCl. Cell line: SK-OV-3. Synergy scores: CSS=4.49, Synergy_ZIP=-3.58, Synergy_Bliss=-4.82, Synergy_Loewe=-33.3, Synergy_HSA=-6.93. (3) Drug 1: C1=NC2=C(N=C(N=C2N1C3C(C(C(O3)CO)O)O)F)N. Drug 2: COCCOC1=C(C=C2C(=C1)C(=NC=N2)NC3=CC=CC(=C3)C#C)OCCOC.Cl. Cell line: NCIH23. Synergy scores: CSS=12.0, Synergy_ZIP=-4.03, Synergy_Bliss=-3.91, Synergy_Loewe=-2.97, Synergy_HSA=-5.03. (4) Drug 1: C1C(C(OC1N2C=NC3=C(N=C(N=C32)Cl)N)CO)O. Drug 2: CCCCCOC(=O)NC1=NC(=O)N(C=C1F)C2C(C(C(O2)C)O)O. Cell line: T-47D. Synergy scores: CSS=1.39, Synergy_ZIP=-2.52, Synergy_Bliss=-0.997, Synergy_Loewe=-6.48, Synergy_HSA=-1.30. (5) Drug 1: C(CC(=O)O)C(=O)CN.Cl. Drug 2: C1CCC(C(C1)N)N.C(=O)(C(=O)[O-])[O-].[Pt+4]. Cell line: A498. Synergy scores: CSS=33.2, Synergy_ZIP=-4.26, Synergy_Bliss=-1.22, Synergy_Loewe=-14.3, Synergy_HSA=1.63.